From a dataset of Forward reaction prediction with 1.9M reactions from USPTO patents (1976-2016). Predict the product of the given reaction. (1) Given the reactants [Cl:1][C:2]1[CH:7]=[C:6]([C:8]#[C:9][C:10]2[N:11]=[C:12]([CH3:15])[NH:13][CH:14]=2)[CH:5]=[CH:4][N:3]=1.[Cl:16][C:17]1[CH:22]=[CH:21][C:20](B(O)O)=[CH:19][CH:18]=1, predict the reaction product. The product is: [Cl:1][C:2]1[CH:7]=[C:6]([C:8]#[C:9][C:10]2[N:11]=[C:12]([CH3:15])[N:13]([C:20]3[CH:21]=[CH:22][C:17]([Cl:16])=[CH:18][CH:19]=3)[CH:14]=2)[CH:5]=[CH:4][N:3]=1. (2) Given the reactants C([O:3][C:4]([C:6]1[N:7]([C:27]2[CH:32]=[CH:31][C:30]([O:33][CH:34]([CH3:36])[CH3:35])=[CH:29][CH:28]=2)[C:8]2[C:13]([C:14]=1[N:15]([C:23](=[O:25])[CH3:24])C(OC(C)(C)C)=O)=[CH:12][C:11]([OH:26])=[CH:10][CH:9]=2)=[O:5])C.[F:37][C:38]([F:49])([F:48])[C:39]1[CH:44]=[CH:43][C:42](B(O)O)=[CH:41][CH:40]=1, predict the reaction product. The product is: [C:23]([NH:15][C:14]1[C:13]2[C:8](=[CH:9][CH:10]=[C:11]([O:26][C:42]3[CH:43]=[CH:44][C:39]([C:38]([F:49])([F:48])[F:37])=[CH:40][CH:41]=3)[CH:12]=2)[N:7]([C:27]2[CH:28]=[CH:29][C:30]([O:33][CH:34]([CH3:36])[CH3:35])=[CH:31][CH:32]=2)[C:6]=1[C:4]([OH:3])=[O:5])(=[O:25])[CH3:24]. (3) Given the reactants [Cl:1][C:2]1[CH:3]=[C:4]([Mg]Br)[CH:5]=[CH:6][CH:7]=1.C1COCC1.[C:15]([O:19][C:20]([N:22]1[CH2:27][CH2:26][C:25](=[O:28])[CH2:24][CH2:23]1)=[O:21])([CH3:18])([CH3:17])[CH3:16], predict the reaction product. The product is: [C:15]([O:19][C:20]([N:22]1[CH2:27][CH2:26][C:25]([C:4]2[CH:5]=[CH:6][CH:7]=[C:2]([Cl:1])[CH:3]=2)([OH:28])[CH2:24][CH2:23]1)=[O:21])([CH3:18])([CH3:16])[CH3:17]. (4) Given the reactants [Br:1][C:2]1[CH:7]=[C:6]([NH:8][CH2:9][CH:10]2[CH2:15][CH2:14][O:13][CH2:12][CH2:11]2)[C:5]([N+:16]([O-])=O)=[CH:4][N:3]=1.C(O)(=O)C.O.C(=O)(O)[O-].[Na+], predict the reaction product. The product is: [Br:1][C:2]1[N:3]=[CH:4][C:5]([NH2:16])=[C:6]([NH:8][CH2:9][CH:10]2[CH2:11][CH2:12][O:13][CH2:14][CH2:15]2)[CH:7]=1. (5) Given the reactants [CH3:1][O:2][C:3]1[CH:4]=[C:5]([CH2:11][CH2:12][CH:13]([C:15]2[CH:20]=[CH:19][CH:18]=[C:17]([O:21][CH2:22][CH2:23][N:24]3[CH2:29][CH2:28][O:27][CH2:26][CH2:25]3)[CH:16]=2)[OH:14])[CH:6]=[CH:7][C:8]=1[O:9][CH3:10].[CH:30]1[C:42]2[CH:41]([CH2:43][O:44][C:45]([N:47]3[CH2:52][CH2:51][CH2:50][CH2:49][C@H:48]3[C:53](O)=[O:54])=[O:46])[C:40]3[C:35](=[CH:36][CH:37]=[CH:38][CH:39]=3)[C:34]=2[CH:33]=[CH:32][CH:31]=1.C1CCC(N=C=NC2CCCCC2)CC1, predict the reaction product. The product is: [N:47]1([C:45]([O:44][CH2:43][CH:41]2[C:42]3[CH:30]=[CH:31][CH:32]=[CH:33][C:34]=3[C:35]3[C:40]2=[CH:39][CH:38]=[CH:37][CH:36]=3)=[O:46])[CH2:52][CH2:51][CH2:50][CH2:49][C@H:48]1[C:53]([O:14][C@@H:13]([C:15]1[CH:20]=[CH:19][CH:18]=[C:17]([O:21][CH2:22][CH2:23][N:24]2[CH2:29][CH2:28][O:27][CH2:26][CH2:25]2)[CH:16]=1)[CH2:12][CH2:11][C:5]1[CH:6]=[CH:7][C:8]([O:9][CH3:10])=[C:3]([O:2][CH3:1])[CH:4]=1)=[O:54]. (6) The product is: [CH2:1]([NH:3][C:4]([NH:6][C:7]1[N:12]=[CH:11][C:10]([C:13]2[CH:14]=[N:15][CH:16]=[C:17]([C:19]3[O:20][C:21](=[O:24])[NH:22][N:23]=3)[CH:18]=2)=[C:9]([C:25]#[CH:26])[CH:8]=1)=[O:5])[CH3:2]. Given the reactants [CH2:1]([NH:3][C:4]([NH:6][C:7]1[N:12]=[CH:11][C:10]([C:13]2[CH:14]=[N:15][CH:16]=[C:17]([C:19]3[O:20][C:21](=[O:24])[NH:22][N:23]=3)[CH:18]=2)=[C:9]([C:25]#[C:26][Si](C)(C)C)[CH:8]=1)=[O:5])[CH3:2].[OH-].[Na+].Cl.C(Cl)Cl, predict the reaction product. (7) Given the reactants [CH2:1]([O:4][P:5]([O:11][CH2:12][CH2:13][C:14]([CH3:28])([CH3:27])[C:15]([O:17]CC1C=CC(OC)=CC=1)=[O:16])([O:7][CH2:8][CH:9]=[CH2:10])=[O:6])[CH:2]=[CH2:3].C1(OC)C=CC=CC=1.FC(F)(F)C(O)=O, predict the reaction product. The product is: [CH2:8]([O:7][P:5]([O:11][CH2:12][CH2:13][C:14]([CH3:28])([CH3:27])[C:15]([OH:17])=[O:16])([O:4][CH2:1][CH:2]=[CH2:3])=[O:6])[CH:9]=[CH2:10]. (8) Given the reactants C(OC([N:8]1[CH2:12][CH2:11][CH2:10][CH:9]1[CH2:13][O:14][C:15]1[CH:20]=[CH:19][C:18]([C:21](=O)[CH2:22][C:23]2[CH:28]=[CH:27][CH:26]=[CH:25][CH:24]=2)=[CH:17][CH:16]=1)=O)(C)(C)C.C([SiH](CC)CC)C.[OH-].[Na+], predict the reaction product. The product is: [CH2:21]([C:18]1[CH:19]=[CH:20][C:15]([O:14][CH2:13][C@H:9]2[CH2:10][CH2:11][CH2:12][NH:8]2)=[CH:16][CH:17]=1)[CH2:22][C:23]1[CH:24]=[CH:25][CH:26]=[CH:27][CH:28]=1.